Dataset: Full USPTO retrosynthesis dataset with 1.9M reactions from patents (1976-2016). Task: Predict the reactants needed to synthesize the given product. Given the product [CH3:3][O:4][C:5]1[CH:6]=[CH:7][C:8]([NH:11][C:12]2[CH:17]=[CH:16][CH:15]=[CH:14][C:13]=2[NH:18][C:26]([C:25]2[C:21]([CH2:19][CH3:20])=[N:22][O:23][CH:24]=2)=[O:27])=[CH:9][CH:10]=1, predict the reactants needed to synthesize it. The reactants are: Cl.Cl.[CH3:3][O:4][C:5]1[CH:10]=[CH:9][C:8]([NH:11][C:12]2[C:13]([NH2:18])=[CH:14][CH:15]=[CH:16][CH:17]=2)=[CH:7][CH:6]=1.[CH2:19]([C:21]1[C:25]([C:26](O)=[O:27])=[CH:24][O:23][N:22]=1)[CH3:20].CCN(CC)CC.